From a dataset of Forward reaction prediction with 1.9M reactions from USPTO patents (1976-2016). Predict the product of the given reaction. Given the reactants [N:1]1([C:5]2[N:10]=[CH:9][C:8]([NH:11][C:12]([C:14]3[N:15]([CH2:24][C:25]4[CH:30]=[CH:29][CH:28]=[C:27]([F:31])[CH:26]=4)[C:16]4[C:21]([CH:22]=3)=[CH:20][C:19](I)=[CH:18][CH:17]=4)=[O:13])=[CH:7][CH:6]=2)[CH2:4][CH2:3][CH2:2]1.[C:32]1([CH:38]([SiH3:45])[C:39]2[CH:44]=[CH:43][CH:42]=[CH:41][CH:40]=2)[CH:37]=[CH:36][CH:35]=[CH:34][CH:33]=1.[O-]P(OP(OP([O-])([O-])=O)([O-])=O)(=O)[O-].[K+].[K+].[K+].[K+].[K+], predict the reaction product. The product is: [N:1]1([C:5]2[N:10]=[CH:9][C:8]([NH:11][C:12]([C:14]3[N:15]([CH2:24][C:25]4[CH:30]=[CH:29][CH:28]=[C:27]([F:31])[CH:26]=4)[C:16]4[C:21]([CH:22]=3)=[CH:20][C:19]([SiH2:45][CH:38]([C:32]3[CH:37]=[CH:36][CH:35]=[CH:34][CH:33]=3)[C:39]3[CH:44]=[CH:43][CH:42]=[CH:41][CH:40]=3)=[CH:18][CH:17]=4)=[O:13])=[CH:7][CH:6]=2)[CH2:4][CH2:3][CH2:2]1.